This data is from Peptide-MHC class I binding affinity with 185,985 pairs from IEDB/IMGT. The task is: Regression. Given a peptide amino acid sequence and an MHC pseudo amino acid sequence, predict their binding affinity value. This is MHC class I binding data. (1) The peptide sequence is PREGDLTC. The binding affinity (normalized) is 0. The MHC is Mamu-B03 with pseudo-sequence Mamu-B03. (2) The peptide sequence is ILISLINSL. The MHC is HLA-A68:01 with pseudo-sequence HLA-A68:01. The binding affinity (normalized) is 0.225.